Task: Predict the reactants needed to synthesize the given product.. Dataset: Full USPTO retrosynthesis dataset with 1.9M reactions from patents (1976-2016) (1) Given the product [Cl:1][C:2]1[CH:7]=[CH:6][C:5]([C:8]2([OH:21])[CH2:13][CH2:12][N:11]([CH2:14][C:15]([N:30]3[C@@H:31]([CH3:34])[CH2:32][O:33][C@H:28]([CH2:27][C:26]4[CH:35]=[CH:36][C:23]([F:22])=[CH:24][CH:25]=4)[CH2:29]3)=[O:57])[CH2:10][C:9]2([CH3:20])[CH3:19])=[CH:4][CH:3]=1, predict the reactants needed to synthesize it. The reactants are: [Cl:1][C:2]1[CH:7]=[CH:6][C:5]([C:8]2([OH:21])[CH2:13][CH2:12][N:11]([CH2:14][CH2:15]C(O)=O)[CH2:10][C:9]2([CH3:20])[CH3:19])=[CH:4][CH:3]=1.[F:22][C:23]1[CH:36]=[CH:35][C:26]([CH2:27][C@H:28]2[O:33][CH2:32][C@H:31]([CH3:34])[NH:30][CH2:29]2)=[CH:25][CH:24]=1.CCN=C=NCCCN(C)C.C1C=CC2N([OH:57])N=NC=2C=1.CCN(C(C)C)C(C)C. (2) Given the product [C:9]([O:13][C:14]([NH:16][C@@H:17]([CH2:21][CH2:22][CH2:23][CH2:24][NH:25][C:26]([O:28][C:29]([CH3:32])([CH3:31])[CH3:30])=[O:27])[C:18]([NH:42][CH2:43][C:44](=[C:46]1[CH2:51][CH2:50][CH2:49][N:48]([C:52]2[C:61]([O:62][CH3:63])=[C:60]3[C:55]([C:56](=[O:70])[C:57]([C:67]([OH:69])=[O:68])=[CH:58][N:59]3[CH:64]3[CH2:66][CH2:65]3)=[CH:54][C:53]=2[F:71])[CH2:47]1)[F:45])=[O:20])=[O:15])([CH3:10])([CH3:11])[CH3:12], predict the reactants needed to synthesize it. The reactants are: ClC(OCC(C)C)=O.[C:9]([O:13][C:14]([NH:16][C@@H:17]([CH2:21][CH2:22][CH2:23][CH2:24][NH:25][C:26]([O:28][C:29]([CH3:32])([CH3:31])[CH3:30])=[O:27])[C:18]([OH:20])=O)=[O:15])([CH3:12])([CH3:11])[CH3:10].CCN(C(C)C)C(C)C.[NH2:42][CH2:43][C:44](=[C:46]1[CH2:51][CH2:50][CH2:49][N:48]([C:52]2[C:61]([O:62][CH3:63])=[C:60]3[C:55]([C:56](=[O:70])[C:57]([C:67]([OH:69])=[O:68])=[CH:58][N:59]3[CH:64]3[CH2:66][CH2:65]3)=[CH:54][C:53]=2[F:71])[CH2:47]1)[F:45]. (3) Given the product [CH3:35][O:34][C:32](=[O:33])[CH2:31][C:16]1[CH:15]=[C:14]2[C:19]([C@@H:20]3[CH2:25][C:24](=[O:26])[CH2:23][CH2:27][C@H:21]3[C:22]([CH3:28])([CH3:29])[O:13]2)=[C:18]([OH:30])[CH:17]=1, predict the reactants needed to synthesize it. The reactants are: [Si](OS(C(F)(F)F)(=O)=O)(C)(C)C.[OH:13][C:14]1[CH:15]=[C:16]([CH2:31][C:32]([O:34][CH3:35])=[O:33])[CH:17]=[C:18]([OH:30])[C:19]=1[C@@H:20]1[CH2:25][C:24](=[O:26])[C@H:23]2[CH2:27][C@H:21]1[C:22]2([CH3:29])[CH3:28].C(Cl)Cl.[N+](C)([O-])=O. (4) Given the product [CH2:9]([S:10][C:12]1[CH:17]=[CH:16][CH:15]=[C:14]([C:18]([F:21])([F:20])[F:19])[N:13]=1)[C:3]1[CH:8]=[CH:7][CH:6]=[CH:5][CH:4]=1, predict the reactants needed to synthesize it. The reactants are: [H-].[Na+].[C:3]1([CH2:9][SH:10])[CH:8]=[CH:7][CH:6]=[CH:5][CH:4]=1.F[C:12]1[CH:17]=[CH:16][CH:15]=[C:14]([C:18]([F:21])([F:20])[F:19])[N:13]=1.CO. (5) Given the product [CH3:35][N:36]([CH3:46])[C:37]([C:39]1[CH:44]=[N:43][CH:42]=[C:41]([C:7]2[C:2]([Cl:1])=[C:3]3[C:19]([C:20]4[CH:21]=[CH:22][C:23]([F:26])=[CH:24][CH:25]=4)=[CH:18][N:17]([CH2:27][O:28][CH2:29][CH2:30][Si:31]([CH3:32])([CH3:34])[CH3:33])[C:4]3=[N:5][CH:6]=2)[N:40]=1)=[O:38], predict the reactants needed to synthesize it. The reactants are: [Cl:1][C:2]1[C:7](B2OC(C)(C)C(C)(C)O2)=[CH:6][N:5]=[C:4]2[N:17]([CH2:27][O:28][CH2:29][CH2:30][Si:31]([CH3:34])([CH3:33])[CH3:32])[CH:18]=[C:19]([C:20]3[CH:25]=[CH:24][C:23]([F:26])=[CH:22][CH:21]=3)[C:3]=12.[CH3:35][N:36]([CH3:46])[C:37]([C:39]1[CH:44]=[N:43][CH:42]=[C:41](Cl)[N:40]=1)=[O:38].C(=O)(O)[O-].[Na+]. (6) Given the product [F:22][C:23]1[CH:28]=[CH:27][CH:26]=[C:25]([F:29])[C:24]=1[C@H:30]1[CH2:36][N:35]2[C:39]([CH2:40][C:41]([F:44])([F:43])[F:42])=[CH:38][N:37]=[C:34]2[C@H:33]([NH:46][C:47](=[O:53])[O:48][C:49]([CH3:52])([CH3:51])[CH3:50])[CH2:32][CH2:31]1, predict the reactants needed to synthesize it. The reactants are: [Cr](O[Cr]([O-])(=O)=O)([O-])(=O)=O.[NH+]1C=CC=CC=1.[NH+]1C=CC=CC=1.[F:22][C:23]1[CH:28]=[CH:27][CH:26]=[C:25]([F:29])[C:24]=1[C@H:30]1[CH2:36][NH:35]/[C:34](=[N:37]\[CH2:38][CH:39](O)[CH2:40][C:41]([F:44])([F:43])[F:42])/[C@H:33]([NH:46][C:47](=[O:53])[O:48][C:49]([CH3:52])([CH3:51])[CH3:50])[CH2:32][CH2:31]1. (7) Given the product [F:36][C:33]1[CH:34]=[CH:35][C:30]([C:29]([NH:28][C:25]2[CH:24]=[CH:23][C:22]([NH:21][C:2]3[CH:11]=[CH:10][N:9]=[C:8]4[C:3]=3[C:4]3[CH:16]=[C:15]([C:17]([F:20])([F:19])[F:18])[CH:14]=[CH:13][C:5]=3[C:6](=[O:12])[NH:7]4)=[CH:27][CH:26]=2)=[O:41])=[C:31]([C:37]([F:38])([F:39])[F:40])[CH:32]=1, predict the reactants needed to synthesize it. The reactants are: Cl[C:2]1[CH:11]=[CH:10][N:9]=[C:8]2[C:3]=1[C:4]1[CH:16]=[C:15]([C:17]([F:20])([F:19])[F:18])[CH:14]=[CH:13][C:5]=1[C:6](=[O:12])[NH:7]2.[NH2:21][C:22]1[CH:27]=[CH:26][C:25]([NH:28][C:29](=[O:41])[C:30]2[CH:35]=[CH:34][C:33]([F:36])=[CH:32][C:31]=2[C:37]([F:40])([F:39])[F:38])=[CH:24][CH:23]=1. (8) Given the product [CH2:1]([O:8][C:9]1[CH:16]=[CH:15][CH:14]=[CH:13][C:10]=1[CH:11]=[N:28][NH:27][C:25](=[O:26])[C:24]1[CH:29]=[CH:30][C:21]([C:17]([CH3:19])([CH3:18])[CH3:20])=[CH:22][CH:23]=1)[C:2]1[CH:7]=[CH:6][CH:5]=[CH:4][CH:3]=1, predict the reactants needed to synthesize it. The reactants are: [CH2:1]([O:8][C:9]1[CH:16]=[CH:15][CH:14]=[CH:13][C:10]=1[CH:11]=O)[C:2]1[CH:7]=[CH:6][CH:5]=[CH:4][CH:3]=1.[C:17]([C:21]1[CH:30]=[CH:29][C:24]([C:25]([NH:27][NH2:28])=[O:26])=[CH:23][CH:22]=1)([CH3:20])([CH3:19])[CH3:18].